This data is from Catalyst prediction with 721,799 reactions and 888 catalyst types from USPTO. The task is: Predict which catalyst facilitates the given reaction. (1) Reactant: Cl[C:2]1[CH:3]=[CH:4][C:5]2[N:6]([C:8]([CH2:11][C:12]3[CH:13]=[C:14]4[C:18](=[CH:19][C:20]=3[F:21])[N:17]([CH3:22])[N:16]=[CH:15]4)=[CH:9][N:10]=2)[N:7]=1.[O:23]1[CH2:28][CH2:27][CH2:26][CH2:25][CH:24]1[O:29][CH2:30][CH2:31][N:32]1[CH:36]=[C:35](B2OC(C)(C)C(C)(C)O2)[CH:34]=[N:33]1. Product: [F:21][C:20]1[CH:19]=[C:18]2[C:14]([CH:15]=[N:16][N:17]2[CH3:22])=[CH:13][C:12]=1[CH2:11][C:8]1[N:6]2[N:7]=[C:2]([C:35]3[CH:34]=[N:33][N:32]([CH2:31][CH2:30][O:29][CH:24]4[CH2:25][CH2:26][CH2:27][CH2:28][O:23]4)[CH:36]=3)[CH:3]=[CH:4][C:5]2=[N:10][CH:9]=1. The catalyst class is: 57. (2) Reactant: [Cl:1][C:2]1[C:3]([O:17][C@H:18]([CH3:23])[C:19]([F:22])([F:21])[F:20])=[N:4][CH:5]=[C:6](B2OC(C)(C)C(C)(C)O2)[CH:7]=1.[OH:24]OS([O-])=O.[K+]. Product: [Cl:1][C:2]1[CH:7]=[C:6]([OH:24])[CH:5]=[N:4][C:3]=1[O:17][C@H:18]([CH3:23])[C:19]([F:22])([F:21])[F:20]. The catalyst class is: 95. (3) Reactant: [Br:1][C:2]1[S:6][C:5]([CH:7]2[CH2:12][CH2:11][N:10]([C:13](=[O:24])[CH2:14][N:15]3C4=NC=CC=C4N=C3)[CH2:9][CH2:8]2)=[N:4][C:3]=1[C:25]1[CH:30]=[C:29]([S:31][C:32]([F:35])([F:34])[F:33])[CH:28]=[C:27]([C:36]([CH3:39])([CH3:38])[CH3:37])[CH:26]=1.C([N:43]([CH:46]([CH3:48])[CH3:47])CC)(C)C.CCN=C=NC[CH2:55][CH2:56]N(C)C.[C:60]([OH:66])(C(F)(F)F)=[O:61]. Product: [Br:1][C:2]1[S:6][C:5]([CH:7]2[CH2:12][CH2:11][N:10]([C:13](=[O:24])[CH2:14][N:15]3[C:55]([CH3:56])=[CH:48][C:46]([CH2:47][C:60]([OH:66])=[O:61])=[N:43]3)[CH2:9][CH2:8]2)=[N:4][C:3]=1[C:25]1[CH:30]=[C:29]([S:31][C:32]([F:35])([F:33])[F:34])[CH:28]=[C:27]([C:36]([CH3:37])([CH3:39])[CH3:38])[CH:26]=1. The catalyst class is: 726.